Dataset: Reaction yield outcomes from USPTO patents with 853,638 reactions. Task: Predict the reaction yield, written as a fraction of the theoretical maximum amount of product (1.0 means a 100% yield; for example, 0.34 means a 34% yield). The reactants are C(OC([N:11]1[CH2:16][CH2:15][N:14]([CH3:17])[CH2:13][CH:12]1[C:18](=[O:23])[N:19]([O:21][CH3:22])[CH3:20])=O)C1C=CC=CC=1.[C:32](O[C:32]([O:34][C:35]([CH3:38])([CH3:37])[CH3:36])=[O:33])([O:34][C:35]([CH3:38])([CH3:37])[CH3:36])=[O:33]. The catalyst is C(OCC)(=O)C.[Pd]. The product is [CH3:38][C:35]([O:34][C:32]([N:11]1[CH2:16][CH2:15][N:14]([CH3:17])[CH2:13][CH:12]1[C:18](=[O:23])[N:19]([O:21][CH3:22])[CH3:20])=[O:33])([CH3:36])[CH3:37]. The yield is 0.920.